From a dataset of Forward reaction prediction with 1.9M reactions from USPTO patents (1976-2016). Predict the product of the given reaction. (1) Given the reactants [OH:1][C@H:2]1[C@H:6]([OH:7])[CH2:5][CH:4]([C:8]([O:10][CH3:11])=[O:9])[CH2:3]1.Cl([O-])(=O)(=O)=O.[Mg+2].Cl([O-])(=O)(=O)=O.C(OC(O[C:26]([CH3:29])([CH3:28])[CH3:27])=O)(O[C:26]([CH3:29])([CH3:28])[CH3:27])=O.CC(O)C.CCCCCC, predict the reaction product. The product is: [C:26]([O:1][C@H:2]1[C@H:6]([OH:7])[CH2:5][C@@H:4]([C:8]([O:10][CH3:11])=[O:9])[CH2:3]1)([CH3:29])([CH3:28])[CH3:27]. (2) The product is: [CH:6]12[CH2:7][CH:3]([N:4]([C:10]([O:12][C:13]([CH3:16])([CH3:15])[CH3:14])=[O:11])[CH2:5]1)[CH2:2][NH:19][CH2:8]2. Given the reactants O[CH2:2][CH:3]1[CH2:7][CH:6]([CH2:8]O)[CH2:5][N:4]1[C:10]([O:12][C:13]([CH3:16])([CH3:15])[CH3:14])=[O:11].C([N:19](CC)CC)C.CS(Cl)(=O)=O.[Cl-].[NH4+], predict the reaction product. (3) Given the reactants CO[C:3]([C:5]1([C:9]#[N:10])[CH2:8][CH2:7][CH2:6]1)=[O:4].[CH2:11]([NH2:14])[CH2:12][NH2:13].Cl, predict the reaction product. The product is: [NH2:13][CH2:12][CH2:11][NH:14][C:3]([C:5]1([C:9]#[N:10])[CH2:8][CH2:7][CH2:6]1)=[O:4]. (4) The product is: [CH3:13][C:10]1([CH3:12])[CH2:9][CH2:8][C:7]([CH3:14])([CH3:15])[C:6]2[CH:5]=[C:4]([Se:16][C:17]#[C:18][C:19]3[CH:28]=[CH:27][C:22]([C:23]([O:25][CH3:26])=[O:24])=[CH:21][CH:20]=3)[CH:3]=[C:2]([O:1][CH2:39][C:38]3[CH:41]=[CH:42][C:43]([F:44])=[C:36]([F:35])[CH:37]=3)[C:11]1=2. Given the reactants [OH:1][C:2]1[C:11]2[C:10]([CH3:13])([CH3:12])[CH2:9][CH2:8][C:7]([CH3:15])([CH3:14])[C:6]=2[CH:5]=[C:4]([Se:16][C:17]#[C:18][C:19]2[CH:28]=[CH:27][C:22]([C:23]([O:25][CH3:26])=[O:24])=[CH:21][CH:20]=2)[CH:3]=1.C(=O)([O-])[O-].[K+].[K+].[F:35][C:36]1[CH:37]=[C:38]([CH:41]=[CH:42][C:43]=1[F:44])[CH2:39]Br, predict the reaction product. (5) The product is: [F:16][C:17]1[CH:22]=[C:21]([F:23])[CH:20]=[CH:19][C:18]=1[C:24]1[CH:29]=[CH:28][CH:27]=[C:26]([NH:30][C:13]([C:9]2[NH:10][C:11]3[C:7]([CH:8]=2)=[CH:6][CH:5]=[C:4]([N+:1]([O-:3])=[O:2])[CH:12]=3)=[O:15])[CH:25]=1. Given the reactants [N+:1]([C:4]1[CH:12]=[C:11]2[C:7]([CH:8]=[C:9]([C:13]([OH:15])=O)[NH:10]2)=[CH:6][CH:5]=1)([O-:3])=[O:2].[F:16][C:17]1[CH:22]=[C:21]([F:23])[CH:20]=[CH:19][C:18]=1[C:24]1[CH:29]=[CH:28][CH:27]=[C:26]([NH2:30])[CH:25]=1.C(Cl)CCl.C1C=CC2N(O)N=NC=2C=1.CCN(C(C)C)C(C)C, predict the reaction product.